From a dataset of Catalyst prediction with 721,799 reactions and 888 catalyst types from USPTO. Predict which catalyst facilitates the given reaction. (1) Reactant: [H-].[Na+].[CH:3]1[C:8]2[NH:9][CH2:10][CH2:11][CH2:12][O:13][C:7]=2[CH:6]=[CH:5][C:4]=1[CH:14]=[O:15].Br[CH2:17][CH2:18][C:19]1[CH:24]=[CH:23][CH:22]=[CH:21][CH:20]=1.[I-].[K+]. Product: [CH2:17]([N:9]1[C:8]2[CH:3]=[C:4]([CH:14]=[O:15])[CH:5]=[CH:6][C:7]=2[O:13][CH2:12][CH2:11][CH2:10]1)[CH2:18][C:19]1[CH:24]=[CH:23][CH:22]=[CH:21][CH:20]=1. The catalyst class is: 3. (2) Reactant: [NH2:1][C:2]1[CH:7]=[CH:6][CH:5]=[CH:4][C:3]=1[C:8]1[CH:13]=[CH:12][C:11]([C:14]([OH:16])=[O:15])=[CH:10][CH:9]=1.C([O-])(O)=[O:18].[Na+].OOS([O-])=O.[K+].CCCCCC.[OH2:34].CC(C)=O. Product: [N+:1]([C:2]1[CH:7]=[CH:6][CH:5]=[CH:4][C:3]=1[C:8]1[CH:13]=[CH:12][C:11]([C:14]([OH:16])=[O:15])=[CH:10][CH:9]=1)([O-:18])=[O:34]. The catalyst class is: 6. (3) Reactant: N[C@@H]1C2C(=CC=CC=2)C[C@@H]1O.[C:12]([C:16]1[CH:46]=[CH:45][C:19]([C:20]([C:22]2[C:23]([C:38]3[CH:43]=[CH:42][C:41]([F:44])=[CH:40][CH:39]=3)=[C:24]3[C:29](=[CH:30][C:31]=2[CH:32]([CH3:34])[CH3:33])[O:28][C:27]([CH3:36])([CH3:35])[CH2:26][C:25]3=[O:37])=[O:21])=[CH:18][CH:17]=1)([CH3:15])([CH3:14])[CH3:13].CO. Product: [C:12]([C:16]1[CH:17]=[CH:18][C:19]([C:20]([C:22]2[C:23]([C:38]3[CH:39]=[CH:40][C:41]([F:44])=[CH:42][CH:43]=3)=[C:24]3[C:29](=[CH:30][C:31]=2[CH:32]([CH3:34])[CH3:33])[O:28][C:27]([CH3:35])([CH3:36])[CH2:26][C@@H:25]3[OH:37])=[O:21])=[CH:45][CH:46]=1)([CH3:14])([CH3:15])[CH3:13]. The catalyst class is: 7. (4) Reactant: [Cl:1][C:2]1[CH:20]=[CH:19][C:5]([C:6]([NH:8][C:9]2[CH:14]=[CH:13][CH:12]=[C:11]([S:15](=[O:18])(=[O:17])[NH2:16])[CH:10]=2)=[O:7])=[C:4](F)[CH:3]=1.[Cl:22][C:23]1[CH:28]=[C:27]([F:29])[CH:26]=[CH:25][C:24]=1[OH:30].C(=O)([O-])[O-].[Cs+].[Cs+]. Product: [Cl:1][C:2]1[CH:20]=[CH:19][C:5]([C:6]([NH:8][C:9]2[CH:14]=[CH:13][CH:12]=[C:11]([S:15](=[O:18])(=[O:17])[NH2:16])[CH:10]=2)=[O:7])=[C:4]([O:30][C:24]2[CH:25]=[CH:26][C:27]([F:29])=[CH:28][C:23]=2[Cl:22])[CH:3]=1. The catalyst class is: 3.